From a dataset of TCR-epitope binding with 47,182 pairs between 192 epitopes and 23,139 TCRs. Binary Classification. Given a T-cell receptor sequence (or CDR3 region) and an epitope sequence, predict whether binding occurs between them. (1) The epitope is VLWAHGFEL. The TCR CDR3 sequence is CSVSAQSYEQYF. Result: 0 (the TCR does not bind to the epitope). (2) The epitope is FLKEKGGL. The TCR CDR3 sequence is CSARDRGRALNEQFF. Result: 1 (the TCR binds to the epitope).